This data is from Catalyst prediction with 721,799 reactions and 888 catalyst types from USPTO. The task is: Predict which catalyst facilitates the given reaction. Reactant: [CH3:1][S:2][C:3]1[CH:8]=[CH:7][CH:6]=[C:5]([N+:9]([O-])=O)[C:4]=1[OH:12].B1([O-])O[O:14]1.O.O.O.O.[Na+].C(=O)(O)[O-].[Na+]. Product: [NH2:9][C:5]1[CH:6]=[CH:7][CH:8]=[C:3]([S:2]([CH3:1])=[O:14])[C:4]=1[OH:12]. The catalyst class is: 183.